Dataset: Reaction yield outcomes from USPTO patents with 853,638 reactions. Task: Predict the reaction yield, written as a fraction of the theoretical maximum amount of product (1.0 means a 100% yield; for example, 0.34 means a 34% yield). (1) The reactants are O(C(C)(C)C)[K].C([NH:10][OH:11])(=O)C.Cl[C:13]1[C:22]([C:23]#[N:24])=[CH:21][C:20]2[C:15](=[CH:16][CH:17]=[CH:18][CH:19]=2)[N:14]=1.C([O-])([O-])=O.[Cs+].[Cs+]. The catalyst is C1COCC1.CC(=O)OCC.C(Cl)Cl.CO. The product is [O:11]1[C:13]2=[N:14][C:15]3[C:20]([CH:21]=[C:22]2[C:23]([NH2:24])=[N:10]1)=[CH:19][CH:18]=[CH:17][CH:16]=3. The yield is 0.250. (2) The reactants are [Cl:1][C:2]1[CH:3]=[CH:4][C:5]([O:11][CH2:12][C:13]2[CH:18]=[CH:17][CH:16]=[CH:15][CH:14]=2)=[C:6](B(O)O)[CH:7]=1.C(=O)([O-])[O-].[K+].[K+].[CH2:25]([O:27][C:28](=[O:42])[C:29]1[C:34]([CH3:35])=[CH:33][CH:32]=[C:31]([C:36]2[CH2:40][CH2:39][CH2:38][C:37]=2Br)[CH:30]=1)[CH3:26].O. The catalyst is C1(C)C(CCO)=CC=CC=1. The product is [CH2:25]([O:27][C:28](=[O:42])[C:29]1[CH:30]=[C:31]([C:36]2[CH2:40][CH:39]=[CH:38][C:37]=2[C:6]2[CH:7]=[C:2]([Cl:1])[CH:3]=[CH:4][C:5]=2[O:11][CH2:12][C:13]2[CH:18]=[CH:17][CH:16]=[CH:15][CH:14]=2)[CH:32]=[CH:33][C:34]=1[CH3:35])[CH3:26]. The yield is 0.610. (3) The reactants are [CH2:1]([S:3](Cl)(=[O:5])=[O:4])[CH3:2].Cl.[NH2:8][C:9]1[CH:38]=[CH:37][C:12]2[NH:13][C:14]([C:19]3[C:20](=[O:36])[C@:21]([CH3:35])([CH2:30][CH2:31][CH:32]([CH3:34])[CH3:33])[C:22]4[C:27]([C:28]=3[OH:29])=[CH:26][CH:25]=[CH:24][CH:23]=4)=[N:15][S:16](=[O:18])(=[O:17])[C:11]=2[CH:10]=1.N1C=CC=CC=1. The catalyst is CC(C)=O. The product is [OH:29][C:28]1[C:27]2[C:22](=[CH:23][CH:24]=[CH:25][CH:26]=2)[C@@:21]([CH3:35])([CH2:30][CH2:31][CH:32]([CH3:34])[CH3:33])[C:20](=[O:36])[C:19]=1[C:14]1[NH:13][C:12]2[CH:37]=[CH:38][C:9]([NH:8][S:3]([CH2:1][CH3:2])(=[O:5])=[O:4])=[CH:10][C:11]=2[S:16](=[O:18])(=[O:17])[N:15]=1. The yield is 0.950. (4) The reactants are [CH3:1][C:2]1[C:3]([CH:13]=[O:14])=[CH:4][NH:5][C:6]=1[C:7]1[CH:12]=[CH:11][CH:10]=[CH:9][CH:8]=1.[H-].[Na+].C1OCCOCCOCCOCCOC1.[S:32]1[CH:36]=[CH:35][C:34]([S:37](Cl)(=[O:39])=[O:38])=[CH:33]1. No catalyst specified. The product is [CH3:1][C:2]1[C:3]([CH:13]=[O:14])=[CH:4][N:5]([S:37]([C:34]2[CH:35]=[CH:36][S:32][CH:33]=2)(=[O:39])=[O:38])[C:6]=1[C:7]1[CH:12]=[CH:11][CH:10]=[CH:9][CH:8]=1. The yield is 0.880. (5) The reactants are [CH2:1]([O:8][N:9]1[C:15](=[O:16])[N:14]2[CH2:17][C@H:10]1[CH2:11][CH2:12][C@H:13]2[C:18]([OH:20])=O)[C:2]1[CH:7]=[CH:6][CH:5]=[CH:4][CH:3]=1.[NH:21]([C:23]([C@@H:25]1[CH2:30][CH2:29][CH2:28][CH2:27][N:26]1[C:31]([O:33][C:34]([CH3:37])([CH3:36])[CH3:35])=[O:32])=[O:24])[NH2:22].ON1C2C=CC=CC=2N=N1.Cl.C(N=C=NCCCN(C)C)C. The catalyst is C(Cl)Cl.CN(C)C1C=CN=CC=1. The product is [CH2:1]([O:8][N:9]1[C:15](=[O:16])[N:14]2[CH2:17][C@H:10]1[CH2:11][CH2:12][C@H:13]2[C:18]([NH:22][NH:21][C:23]([C@@H:25]1[CH2:30][CH2:29][CH2:28][CH2:27][N:26]1[C:31]([O:33][C:34]([CH3:37])([CH3:36])[CH3:35])=[O:32])=[O:24])=[O:20])[C:2]1[CH:3]=[CH:4][CH:5]=[CH:6][CH:7]=1. The yield is 0.820. (6) The reactants are [OH:1][C@H:2]1[CH2:7][CH2:6][CH2:5][CH2:4][C@@H:3]1[NH:8][CH:9]1[CH2:14][CH2:13][N:12]([C@H:15]2[CH2:19][CH2:18][N:17]([C:20]([O:22][C:23]([CH3:26])([CH3:25])[CH3:24])=[O:21])[CH2:16]2)[CH2:11][CH2:10]1.Cl[CH2:28][C:29](Cl)=[O:30].C(N(CC)CC)C.C([O-])(O)=O.[Na+].CC(C)([O-])C.[K+]. The catalyst is ClCCl.[Cl-].[Na+].O.O. The product is [O:30]=[C:29]1[N:8]([CH:9]2[CH2:14][CH2:13][N:12]([C@H:15]3[CH2:19][CH2:18][N:17]([C:20]([O:22][C:23]([CH3:26])([CH3:25])[CH3:24])=[O:21])[CH2:16]3)[CH2:11][CH2:10]2)[C@@H:3]2[C@H:2]([CH2:7][CH2:6][CH2:5][CH2:4]2)[O:1][CH2:28]1. The yield is 0.700.